From a dataset of Forward reaction prediction with 1.9M reactions from USPTO patents (1976-2016). Predict the product of the given reaction. Given the reactants COC1C=CC(C[NH:8][C:9]2[N:18]=[C:17]([NH:19][C@H:20]3[CH2:25][CH2:24][CH2:23][CH2:22][C@H:21]3[NH:26]C(=O)OC(C)(C)C)[C:16]3[C:11](=[CH:12][CH:13]=[C:14]([CH3:34])[CH:15]=3)[N:10]=2)=CC=1, predict the reaction product. The product is: [NH2:26][C@@H:21]1[CH2:22][CH2:23][CH2:24][CH2:25][C@@H:20]1[NH:19][C:17]1[C:16]2[C:11](=[CH:12][CH:13]=[C:14]([CH3:34])[CH:15]=2)[N:10]=[C:9]([NH2:8])[N:18]=1.